The task is: Predict which catalyst facilitates the given reaction.. This data is from Catalyst prediction with 721,799 reactions and 888 catalyst types from USPTO. (1) Reactant: [CH3:1][C:2]1[CH:7]=[CH:6][C:5]([CH3:8])=[CH:4][C:3]=1[CH:9]1[C:13](=[O:14])[C:12]2([CH2:19][CH2:18][N:17]([O:20][CH3:21])[CH2:16][CH2:15]2)[NH:11][C:10]1=[O:22].S(Cl)([Cl:26])(=O)=O.C(=O)([O-])O.[Na+]. Product: [Cl:26][C:9]1([C:3]2[CH:4]=[C:5]([CH3:8])[CH:6]=[CH:7][C:2]=2[CH3:1])[C:13](=[O:14])[C:12]2([CH2:19][CH2:18][N:17]([O:20][CH3:21])[CH2:16][CH2:15]2)[NH:11][C:10]1=[O:22]. The catalyst class is: 22. (2) Reactant: [NH2:1][C:2]1[C:3]2[CH:13]=[CH:12][CH:11]=[CH:10][C:4]=2[Se:5][C:6]=1[C:7]([NH2:9])=[O:8].[N:14]([O-])=O.[Na+]. Product: [N:1]1[C:2]2[C:3]3[CH:13]=[CH:12][CH:11]=[CH:10][C:4]=3[Se:5][C:6]=2[C:7](=[O:8])[NH:9][N:14]=1. The catalyst class is: 65. (3) Reactant: [F:1][C:2]1[CH:3]=[C:4]([NH2:8])[CH:5]=[CH:6][CH:7]=1.C(=O)([O-])[O-].[K+].[K+].O.Cl[C:17]([O:19][CH2:20][C:21]1[CH:26]=[CH:25][CH:24]=[CH:23][CH:22]=1)=[O:18]. Product: [CH2:20]([O:19][C:17](=[O:18])[NH:8][C:4]1[CH:5]=[CH:6][CH:7]=[C:2]([F:1])[CH:3]=1)[C:21]1[CH:26]=[CH:25][CH:24]=[CH:23][CH:22]=1. The catalyst class is: 54. (4) Reactant: [CH2:1]([N:8]1[CH2:13][C:12]2([CH2:18][CH2:17][NH:16][CH2:15][CH2:14]2)[O:11][CH:10]([C:19]2[CH:24]=[CH:23][CH:22]=[CH:21][CH:20]=2)[CH2:9]1)[C:2]1[CH:7]=[CH:6][CH:5]=[CH:4][CH:3]=1.[CH3:25][C:26]([O:29][C:30](O[C:30]([O:29][C:26]([CH3:28])([CH3:27])[CH3:25])=[O:31])=[O:31])([CH3:28])[CH3:27]. Product: [CH2:1]([N:8]1[CH2:13][C:12]2([CH2:18][CH2:17][N:16]([C:30]([O:29][C:26]([CH3:28])([CH3:27])[CH3:25])=[O:31])[CH2:15][CH2:14]2)[O:11][CH:10]([C:19]2[CH:24]=[CH:23][CH:22]=[CH:21][CH:20]=2)[CH2:9]1)[C:2]1[CH:3]=[CH:4][CH:5]=[CH:6][CH:7]=1. The catalyst class is: 2. (5) Reactant: [CH3:1][C:2]1[N:6]([CH2:7][C:8]2[CH:13]=[CH:12][CH:11]=[C:10]([N+:14]([O-])=O)[CH:9]=2)[N:5]=[C:4]([C:17]2[O:21][N:20]=[C:19]([C:22]3[CH:27]=[CH:26][C:25]([O:28][C:29]([F:32])([F:31])[F:30])=[CH:24][CH:23]=3)[N:18]=2)[N:3]=1. Product: [CH3:1][C:2]1[N:6]([CH2:7][C:8]2[CH:9]=[C:10]([NH2:14])[CH:11]=[CH:12][CH:13]=2)[N:5]=[C:4]([C:17]2[O:21][N:20]=[C:19]([C:22]3[CH:27]=[CH:26][C:25]([O:28][C:29]([F:32])([F:30])[F:31])=[CH:24][CH:23]=3)[N:18]=2)[N:3]=1. The catalyst class is: 50.